Dataset: NCI-60 drug combinations with 297,098 pairs across 59 cell lines. Task: Regression. Given two drug SMILES strings and cell line genomic features, predict the synergy score measuring deviation from expected non-interaction effect. (1) Drug 1: CC1=C2C(C(=O)C3(C(CC4C(C3C(C(C2(C)C)(CC1OC(=O)C(C(C5=CC=CC=C5)NC(=O)OC(C)(C)C)O)O)OC(=O)C6=CC=CC=C6)(CO4)OC(=O)C)OC)C)OC. Drug 2: C1CCC(CC1)NC(=O)N(CCCl)N=O. Cell line: A549. Synergy scores: CSS=61.7, Synergy_ZIP=6.40, Synergy_Bliss=5.74, Synergy_Loewe=-2.12, Synergy_HSA=8.72. (2) Drug 1: CC1=C(C=C(C=C1)NC2=NC=CC(=N2)N(C)C3=CC4=NN(C(=C4C=C3)C)C)S(=O)(=O)N.Cl. Drug 2: C1CC(=O)NC(=O)C1N2CC3=C(C2=O)C=CC=C3N. Cell line: OVCAR3. Synergy scores: CSS=0.857, Synergy_ZIP=-0.161, Synergy_Bliss=-2.24, Synergy_Loewe=-1.70, Synergy_HSA=-2.48. (3) Drug 1: CC1=C2C(C(=O)C3(C(CC4C(C3C(C(C2(C)C)(CC1OC(=O)C(C(C5=CC=CC=C5)NC(=O)OC(C)(C)C)O)O)OC(=O)C6=CC=CC=C6)(CO4)OC(=O)C)OC)C)OC. Drug 2: CC12CCC3C(C1CCC2O)C(CC4=C3C=CC(=C4)O)CCCCCCCCCS(=O)CCCC(C(F)(F)F)(F)F. Cell line: ACHN. Synergy scores: CSS=53.4, Synergy_ZIP=9.74, Synergy_Bliss=9.02, Synergy_Loewe=6.30, Synergy_HSA=11.1. (4) Drug 2: CN(C)N=NC1=C(NC=N1)C(=O)N. Synergy scores: CSS=24.1, Synergy_ZIP=-7.03, Synergy_Bliss=-1.91, Synergy_Loewe=-2.05, Synergy_HSA=-1.99. Drug 1: CC1C(C(CC(O1)OC2CC(CC3=C2C(=C4C(=C3O)C(=O)C5=C(C4=O)C(=CC=C5)OC)O)(C(=O)CO)O)N)O.Cl. Cell line: ACHN. (5) Drug 1: C1CCN(CC1)CCOC2=CC=C(C=C2)C(=O)C3=C(SC4=C3C=CC(=C4)O)C5=CC=C(C=C5)O. Drug 2: CC(C)CN1C=NC2=C1C3=CC=CC=C3N=C2N. Cell line: M14. Synergy scores: CSS=-4.86, Synergy_ZIP=2.28, Synergy_Bliss=1.75, Synergy_Loewe=-3.14, Synergy_HSA=-2.48. (6) Drug 1: C1CN1C2=NC(=NC(=N2)N3CC3)N4CC4. Drug 2: COCCOC1=C(C=C2C(=C1)C(=NC=N2)NC3=CC=CC(=C3)C#C)OCCOC.Cl. Cell line: LOX IMVI. Synergy scores: CSS=20.4, Synergy_ZIP=-2.23, Synergy_Bliss=-7.95, Synergy_Loewe=-21.3, Synergy_HSA=-9.93. (7) Cell line: NCI-H522. Drug 1: CC1OCC2C(O1)C(C(C(O2)OC3C4COC(=O)C4C(C5=CC6=C(C=C35)OCO6)C7=CC(=C(C(=C7)OC)O)OC)O)O. Drug 2: CN(C)C1=NC(=NC(=N1)N(C)C)N(C)C. Synergy scores: CSS=28.3, Synergy_ZIP=5.08, Synergy_Bliss=5.53, Synergy_Loewe=-19.2, Synergy_HSA=2.79. (8) Drug 1: CC1CCC2CC(C(=CC=CC=CC(CC(C(=O)C(C(C(=CC(C(=O)CC(OC(=O)C3CCCCN3C(=O)C(=O)C1(O2)O)C(C)CC4CCC(C(C4)OC)OCCO)C)C)O)OC)C)C)C)OC. Drug 2: CC1C(C(CC(O1)OC2CC(CC3=C2C(=C4C(=C3O)C(=O)C5=CC=CC=C5C4=O)O)(C(=O)C)O)N)O. Cell line: NCI-H460. Synergy scores: CSS=50.0, Synergy_ZIP=-6.14, Synergy_Bliss=-6.53, Synergy_Loewe=-1.10, Synergy_HSA=1.05. (9) Drug 1: C1=NC2=C(N=C(N=C2N1C3C(C(C(O3)CO)O)O)F)N. Drug 2: C1CC(=O)NC(=O)C1N2C(=O)C3=CC=CC=C3C2=O. Cell line: UACC-257. Synergy scores: CSS=-3.95, Synergy_ZIP=1.69, Synergy_Bliss=-1.21, Synergy_Loewe=-1.82, Synergy_HSA=-3.97. (10) Drug 1: CCC1=CC2CC(C3=C(CN(C2)C1)C4=CC=CC=C4N3)(C5=C(C=C6C(=C5)C78CCN9C7C(C=CC9)(C(C(C8N6C)(C(=O)OC)O)OC(=O)C)CC)OC)C(=O)OC.C(C(C(=O)O)O)(C(=O)O)O. Drug 2: CN1C(=O)N2C=NC(=C2N=N1)C(=O)N. Cell line: HOP-62. Synergy scores: CSS=4.87, Synergy_ZIP=0.726, Synergy_Bliss=2.45, Synergy_Loewe=-38.0, Synergy_HSA=-2.99.